Dataset: Full USPTO retrosynthesis dataset with 1.9M reactions from patents (1976-2016). Task: Predict the reactants needed to synthesize the given product. Given the product [F:9][C:10]1[CH:11]=[CH:12][C:13]2[N:14]([C:18]([C@@H:20]3[CH2:25][CH2:24][CH2:23][CH2:22][N:21]3[CH3:26])=[N:17][N:16]=2)[CH:15]=1, predict the reactants needed to synthesize it. The reactants are: ClC(Cl)(Cl)C(Cl)(Cl)Cl.[F:9][C:10]1[CH:11]=[CH:12][C:13]([NH:16][NH:17][C:18]([C@@H:20]2[CH2:25][CH2:24][CH2:23][CH2:22][N:21]2[CH3:26])=O)=[N:14][CH:15]=1.C(N(CC)CC)C.C1(P(C2C=CC=CC=2)C2C=CC=CC=2)C=CC=CC=1.